This data is from Forward reaction prediction with 1.9M reactions from USPTO patents (1976-2016). The task is: Predict the product of the given reaction. (1) Given the reactants I.[F:2][C:3]1[CH:4]=[C:5]([NH:17][C:18](SC)=[NH:19])[CH:6]=[C:7]([O:15][CH3:16])[C:8]=1[N:9]1[CH:13]=[N:12][C:11]([CH3:14])=[N:10]1.[Cl:22][CH2:23][CH2:24][CH2:25][CH2:26][CH:27]([C:31]1[CH:36]=[CH:35][C:34]([O:37][C:38]([F:41])([F:40])[F:39])=[CH:33][CH:32]=1)[C:28](O)=O.CN1CCOCC1.C(N(CC)C(C)C)(C)C.[NH2:58][NH2:59], predict the reaction product. The product is: [Cl:22][CH2:23][CH2:24][CH2:25][CH2:26][CH:27]([C:28]1[NH:59][N:58]=[C:18]([NH:17][C:5]2[CH:6]=[C:7]([O:15][CH3:16])[C:8]([N:9]3[CH:13]=[N:12][C:11]([CH3:14])=[N:10]3)=[C:3]([F:2])[CH:4]=2)[N:19]=1)[C:31]1[CH:36]=[CH:35][C:34]([O:37][C:38]([F:39])([F:40])[F:41])=[CH:33][CH:32]=1. (2) Given the reactants C(N(CC)C(C)C)(C)C.Cl.[C:11]([N:15]1[CH2:19][C@@H:18]([C:20]2[CH:25]=[CH:24][C:23]([F:26])=[CH:22][C:21]=2[F:27])[C@H:17]([C:28](O)=[O:29])[CH2:16]1)([CH3:14])([CH3:13])[CH3:12].[Cl:31][C:32]1[CH:33]=[CH:34][C:35]([C:44]2[CH2:45][CH2:46][NH:47][CH2:48][CH:49]=2)=[C:36]([CH:38]([CH3:43])[C:39]([O:41][CH3:42])=[O:40])[CH:37]=1.ON1C2N=CC=CC=2N=N1.C(=O)(O)[O-].[Na+], predict the reaction product. The product is: [C:11]([N:15]1[CH2:19][C@@H:18]([C:20]2[CH:25]=[CH:24][C:23]([F:26])=[CH:22][C:21]=2[F:27])[C@H:17]([C:28]([N:47]2[CH2:46][CH:45]=[C:44]([C:35]3[CH:34]=[CH:33][C:32]([Cl:31])=[CH:37][C:36]=3[CH:38]([CH3:43])[C:39]([O:41][CH3:42])=[O:40])[CH2:49][CH2:48]2)=[O:29])[CH2:16]1)([CH3:12])([CH3:14])[CH3:13]. (3) Given the reactants [CH3:1][O:2][C:3]1[CH:11]=[C:10]2[C:6]([CH2:7][CH2:8][C:9]2=[O:12])=[CH:5][C:4]=1[N:13]1[CH2:18][CH2:17][O:16][CH2:15][CH2:14]1.[F:19][C:20]1[C:27]([C:28]([F:31])([F:30])[F:29])=[CH:26][CH:25]=[CH:24][C:21]=1[CH:22]=O.CC1C=CC(S(O)(=O)=O)=CC=1, predict the reaction product. The product is: [F:19][C:20]1[C:27]([C:28]([F:29])([F:30])[F:31])=[CH:26][CH:25]=[CH:24][C:21]=1/[CH:22]=[C:8]1/[C:9](=[O:12])[C:10]2[C:6]([CH2:7]/1)=[CH:5][C:4]([N:13]1[CH2:14][CH2:15][O:16][CH2:17][CH2:18]1)=[C:3]([O:2][CH3:1])[CH:11]=2.